From a dataset of Retrosynthesis with 50K atom-mapped reactions and 10 reaction types from USPTO. Predict the reactants needed to synthesize the given product. (1) Given the product CCOC(OCC)c1cc2ccc(C(=O)N[C@H]3CN4CCC3CC4)cc2o1, predict the reactants needed to synthesize it. The reactants are: CCOC(OCC)c1cc2ccc(C(=O)O)cc2o1.N[C@H]1CN2CCC1CC2. (2) Given the product O=C(c1cc2sccc2[nH]1)N1CCNCC1, predict the reactants needed to synthesize it. The reactants are: C1CNCCN1.O=C(O)c1cc2sccc2[nH]1.